This data is from Catalyst prediction with 721,799 reactions and 888 catalyst types from USPTO. The task is: Predict which catalyst facilitates the given reaction. (1) Reactant: II.[CH3:3][C@@:4]12[C:12](=[O:13])[CH2:11][CH2:10][C@H:9]1[C@@H:8]1[CH2:14][CH2:15][C:16]3[C@@H:22]([C@H:7]1[CH2:6][CH2:5]2)[CH2:21][CH2:20][C:18](=[O:19])[CH:17]=3.O=O.S([O-])([O-])(=[O:27])=S.[Na+].[Na+].[CH:32]([OH:35])([CH3:34])[CH3:33]. Product: [CH3:3][C@@:4]12[C:12](=[O:13])[CH2:11][CH2:10][C@H:9]1[C@@H:8]1[CH2:14][C:15]([C:16]3[CH:17]=[C:18]([OH:19])[CH:20]=[CH:21][C:22]=3[C@H:7]1[CH2:6][CH2:5]2)=[O:27].[CH:32]([O:35][CH:4]([CH3:5])[CH3:3])([CH3:34])[CH3:33]. The catalyst class is: 10. (2) Reactant: [CH3:1][C:2]([C:9]([OH:11])=[O:10])([CH2:4][CH2:5][C:6]([OH:8])=[O:7])[NH2:3].Cl[C:13]([O:15][CH2:16][C:17]1[CH:22]=[CH:21][CH:20]=[CH:19][CH:18]=1)=[O:14]. Product: [CH2:16]([O:15][C:13]([NH:3][C@:2]([CH3:1])([C:9]([OH:11])=[O:10])[CH2:4][CH2:5][C:6]([OH:8])=[O:7])=[O:14])[C:17]1[CH:22]=[CH:21][CH:20]=[CH:19][CH:18]=1. The catalyst class is: 74. (3) Reactant: [CH3:1][C@@H:2]1[CH2:7][O:6][CH2:5][CH2:4][NH:3]1.[CH2:8]=O.[N+:10]([C:12]1[CH:19]=[CH:18][C:15]([C:16]#[N:17])=[C:14]([C:20]([F:23])([F:22])[F:21])[CH:13]=1)#[C-:11].C[Si]([N:28]=[N+:29]=[N-:30])(C)C. Product: [CH3:1][C@@H:2]1[CH2:7][O:6][CH2:5][CH2:4][N:3]1[CH2:8][C:11]1[N:10]([C:12]2[CH:19]=[CH:18][C:15]([C:16]#[N:17])=[C:14]([C:20]([F:21])([F:22])[F:23])[CH:13]=2)[N:30]=[N:29][N:28]=1. The catalyst class is: 5. (4) Reactant: [C:1]([C:3]1[CH:25]=[CH:24][C:6]([CH2:7][NH:8][C:9](=[O:23])[CH:10]([C:13]2[C:18]([F:19])=[CH:17][C:16]([O:20][CH3:21])=[CH:15][C:14]=2[F:22])[O:11][CH3:12])=[C:5]([OH:26])[CH:4]=1)#[N:2].Cl[CH2:28][C:29]([NH:31][CH3:32])=[O:30].C(=O)([O-])[O-].[Cs+].[Cs+]. Product: [C:1]([C:3]1[CH:25]=[CH:24][C:6]([CH2:7][NH:8][C:9](=[O:23])[CH:10]([C:13]2[C:14]([F:22])=[CH:15][C:16]([O:20][CH3:21])=[CH:17][C:18]=2[F:19])[O:11][CH3:12])=[C:5]([O:26][CH2:28][C:29](=[O:30])[NH:31][CH3:32])[CH:4]=1)#[N:2]. The catalyst class is: 3. (5) Product: [CH3:27][O:28][C:29]1[C:30](=[O:53])[C:31]([CH3:52])=[C:32]([CH2:38][C:39]2[CH:40]=[CH:41][C:42]([O:48][C:49](=[O:51])[CH3:50])=[C:43]([CH:47]=2)[C:44]([NH:6][C:5]2[CH:7]=[CH:8][CH:9]=[CH:10][C:4]=2[N+:1]([O-:3])=[O:2])=[O:45])[C:33](=[O:37])[C:34]=1[O:35][CH3:36]. Reactant: [N+:1]([C:4]1[CH:10]=[CH:9][CH:8]=[CH:7][C:5]=1[NH2:6])([O-:3])=[O:2].C(N(CC)CC)C.[Cl-].ClC1N(C)CC[NH+]1C.[CH3:27][O:28][C:29]1[C:30](=[O:53])[C:31]([CH3:52])=[C:32]([CH2:38][C:39]2[CH:40]=[CH:41][C:42]([O:48][C:49](=[O:51])[CH3:50])=[C:43]([CH:47]=2)[C:44](O)=[O:45])[C:33](=[O:37])[C:34]=1[O:35][CH3:36]. The catalyst class is: 2. (6) Reactant: [N:1]1[CH:6]=[CH:5][CH:4]=[CH:3][C:2]=1[C:7]1[N:15]2[C:10]([CH:11]=[CH:12][CH:13]=[CH:14]2)=[CH:9][C:8]=1[CH:16](O)[CH3:17].[I:19][C:20]1[C:28]2[C:23](=[N:24][CH:25]=[N:26][C:27]=2[NH2:29])[NH:22][N:21]=1.C1C=CC(P(C2C=CC=CC=2)C2C=CC=CC=2)=CC=1.CC(OC(/N=N/C(OC(C)C)=O)=O)C. The catalyst class is: 1. Product: [I:19][C:20]1[C:28]2[C:23](=[N:24][CH:25]=[N:26][C:27]=2[NH2:29])[N:22]([CH:16]([C:8]2[CH:9]=[C:10]3[N:15]([C:7]=2[C:2]2[CH:3]=[CH:4][CH:5]=[CH:6][N:1]=2)[CH:14]=[CH:13][CH:12]=[CH:11]3)[CH3:17])[N:21]=1. (7) Reactant: Cl[CH2:2][C:3]1[S:4][CH:5]=[C:6]([C:8]([NH:10][C:11]2[CH:19]=[C:18]([C:20]3[CH:28]=[CH:27][CH:26]=[C:25]4[C:21]=3[CH:22]=[CH:23][NH:24]4)[CH:17]=[C:16]3[C:12]=2[CH:13]=[N:14][N:15]3S(C2C=CC=CC=2)(=O)=O)=[O:9])[N:7]=1.[CH3:38][CH:39]1[O:44][CH2:43][CH2:42][NH:41][CH2:40]1.[OH-].[Na+].Cl. Product: [NH:24]1[C:25]2[C:21](=[C:20]([C:18]3[CH:17]=[C:16]4[C:12]([CH:13]=[N:14][NH:15]4)=[C:11]([NH:10][C:8]([C:6]4[N:7]=[C:3]([CH2:2][N:41]5[CH2:42][CH2:43][O:44][CH:39]([CH3:38])[CH2:40]5)[S:4][CH:5]=4)=[O:9])[CH:19]=3)[CH:28]=[CH:27][CH:26]=2)[CH:22]=[CH:23]1. The catalyst class is: 32. (8) Reactant: [F:1][B-:2]([F:5])([F:4])[F:3].[N:6]#[O+].[CH:8]([C:16]1[CH:21]=[CH:20][C:19]([NH2:22])=[CH:18][CH:17]=1)=[CH:9][C:10]1[CH:15]=[CH:14][CH:13]=[CH:12][CH:11]=1.CCOCC. Product: [F:1][B-:2]([F:5])([F:4])[F:3].[CH:8]([C:16]1[CH:17]=[CH:18][C:19]([N+:22]#[N:6])=[CH:20][CH:21]=1)=[CH:9][C:10]1[CH:11]=[CH:12][CH:13]=[CH:14][CH:15]=1. The catalyst class is: 10. (9) Reactant: [CH3:1][O:2][C:3](=[O:21])[CH:4]=[CH:5][C:6]1[CH:11]=[CH:10][C:9]([O:12]CC2C=CC=CC=2)=[CH:8][C:7]=1[CH3:20]. Product: [CH3:1][O:2][C:3](=[O:21])[CH2:4][CH2:5][C:6]1[CH:11]=[CH:10][C:9]([OH:12])=[CH:8][C:7]=1[CH3:20]. The catalyst class is: 381. (10) Reactant: [OH:1]/[N:2]=[C:3](\Cl)/[C:4]1[CH:15]=[CH:14][C:7]2[B:8]([OH:13])[O:9][C:10]([CH3:12])([CH3:11])[C:6]=2[CH:5]=1.[Br:17][C:18]1[CH:23]=[C:22]([C:24]([C:26]([F:29])([F:28])[F:27])=[CH2:25])[CH:21]=[C:20]([Br:30])[CH:19]=1. Product: [Br:17][C:18]1[CH:23]=[C:22]([C:24]2([C:26]([F:29])([F:27])[F:28])[O:1][N:2]=[C:3]([C:4]3[CH:15]=[CH:14][C:7]4[B:8]([OH:13])[O:9][C:10]([CH3:12])([CH3:11])[C:6]=4[CH:5]=3)[CH2:25]2)[CH:21]=[C:20]([Br:30])[CH:19]=1. The catalyst class is: 3.